Dataset: Peptide-MHC class II binding affinity with 134,281 pairs from IEDB. Task: Regression. Given a peptide amino acid sequence and an MHC pseudo amino acid sequence, predict their binding affinity value. This is MHC class II binding data. (1) The peptide sequence is HLAEGKVDTGVAVSR. The MHC is DRB1_0404 with pseudo-sequence DRB1_0404. The binding affinity (normalized) is 0.460. (2) The peptide sequence is IEENGSMRVFVDVIR. The MHC is HLA-DQA10102-DQB10602 with pseudo-sequence HLA-DQA10102-DQB10602. The binding affinity (normalized) is 0.656.